Dataset: NCI-60 drug combinations with 297,098 pairs across 59 cell lines. Task: Regression. Given two drug SMILES strings and cell line genomic features, predict the synergy score measuring deviation from expected non-interaction effect. (1) Drug 1: CC1=C(C(CCC1)(C)C)C=CC(=CC=CC(=CC(=O)O)C)C. Drug 2: C1C(C(OC1N2C=NC3=C2NC=NCC3O)CO)O. Cell line: SF-539. Synergy scores: CSS=21.6, Synergy_ZIP=1.05, Synergy_Bliss=-0.0266, Synergy_Loewe=-6.11, Synergy_HSA=-2.77. (2) Drug 1: C1CC(=O)NC(=O)C1N2CC3=C(C2=O)C=CC=C3N. Drug 2: C1=CC(=CC=C1CC(C(=O)O)N)N(CCCl)CCCl.Cl. Cell line: HS 578T. Synergy scores: CSS=14.5, Synergy_ZIP=-0.0918, Synergy_Bliss=9.29, Synergy_Loewe=-2.09, Synergy_HSA=5.95. (3) Drug 1: CS(=O)(=O)C1=CC(=C(C=C1)C(=O)NC2=CC(=C(C=C2)Cl)C3=CC=CC=N3)Cl. Drug 2: C1=C(C(=O)NC(=O)N1)F. Cell line: BT-549. Synergy scores: CSS=31.5, Synergy_ZIP=-0.350, Synergy_Bliss=-0.337, Synergy_Loewe=-3.65, Synergy_HSA=0.0163. (4) Drug 1: CS(=O)(=O)C1=CC(=C(C=C1)C(=O)NC2=CC(=C(C=C2)Cl)C3=CC=CC=N3)Cl. Drug 2: CC(CN1CC(=O)NC(=O)C1)N2CC(=O)NC(=O)C2. Cell line: DU-145. Synergy scores: CSS=7.22, Synergy_ZIP=-6.66, Synergy_Bliss=-3.45, Synergy_Loewe=-8.38, Synergy_HSA=-5.00. (5) Drug 1: COC1=CC(=CC(=C1O)OC)C2C3C(COC3=O)C(C4=CC5=C(C=C24)OCO5)OC6C(C(C7C(O6)COC(O7)C8=CC=CS8)O)O. Drug 2: CC1CCC2CC(C(=CC=CC=CC(CC(C(=O)C(C(C(=CC(C(=O)CC(OC(=O)C3CCCCN3C(=O)C(=O)C1(O2)O)C(C)CC4CCC(C(C4)OC)OCCO)C)C)O)OC)C)C)C)OC. Cell line: OVCAR-8. Synergy scores: CSS=40.1, Synergy_ZIP=-6.18, Synergy_Bliss=-3.63, Synergy_Loewe=0.966, Synergy_HSA=2.96. (6) Drug 1: CN(CCCl)CCCl.Cl. Drug 2: CC1=C(C(=O)C2=C(C1=O)N3CC4C(C3(C2COC(=O)N)OC)N4)N. Cell line: MCF7. Synergy scores: CSS=21.6, Synergy_ZIP=-8.67, Synergy_Bliss=-3.90, Synergy_Loewe=-0.815, Synergy_HSA=0.218. (7) Drug 1: CC1C(C(=O)NC(C(=O)N2CCCC2C(=O)N(CC(=O)N(C(C(=O)O1)C(C)C)C)C)C(C)C)NC(=O)C3=C4C(=C(C=C3)C)OC5=C(C(=O)C(=C(C5=N4)C(=O)NC6C(OC(=O)C(N(C(=O)CN(C(=O)C7CCCN7C(=O)C(NC6=O)C(C)C)C)C)C(C)C)C)N)C. Drug 2: CN1C2=C(C=C(C=C2)N(CCCl)CCCl)N=C1CCCC(=O)O.Cl. Cell line: OVCAR-5. Synergy scores: CSS=15.6, Synergy_ZIP=1.41, Synergy_Bliss=5.53, Synergy_Loewe=-36.5, Synergy_HSA=4.53.